Dataset: Catalyst prediction with 721,799 reactions and 888 catalyst types from USPTO. Task: Predict which catalyst facilitates the given reaction. Reactant: [F:1][C:2]([F:45])([F:44])[C:3]1[CH:8]=[C:7]([C:9]([F:12])([F:11])[F:10])[CH:6]=[CH:5][C:4]=1[C:13]1[CH:17]=[C:16]([CH2:18][N:19]([CH2:26][C:27]2[CH:32]=[CH:31][C:30]([S:33][C:34]([CH3:43])([CH3:42])[C:35]([O:37]C(C)(C)C)=[O:36])=[CH:29][CH:28]=2)[CH2:20][C:21]2[O:22][CH:23]=[CH:24][CH:25]=2)[O:15][N:14]=1. Product: [F:45][C:2]([F:1])([F:44])[C:3]1[CH:8]=[C:7]([C:9]([F:11])([F:10])[F:12])[CH:6]=[CH:5][C:4]=1[C:13]1[CH:17]=[C:16]([CH2:18][N:19]([CH2:26][C:27]2[CH:32]=[CH:31][C:30]([S:33][C:34]([CH3:42])([CH3:43])[C:35]([OH:37])=[O:36])=[CH:29][CH:28]=2)[CH2:20][C:21]2[O:22][CH:23]=[CH:24][CH:25]=2)[O:15][N:14]=1. The catalyst class is: 89.